From a dataset of Reaction yield outcomes from USPTO patents with 853,638 reactions. Predict the reaction yield, written as a fraction of the theoretical maximum amount of product (1.0 means a 100% yield; for example, 0.34 means a 34% yield). (1) The reactants are CN([CH:4]=[O:5])C.[CH3:6][C:7]1[C:15]([N+:16]([O-:18])=[O:17])=[CH:14][CH:13]=[CH:12][C:8]=1[C:9](O)=[O:10].IC. The catalyst is O. The product is [CH3:6][C:7]1[C:15]([N+:16]([O-:18])=[O:17])=[CH:14][CH:13]=[CH:12][C:8]=1[C:9]([O:5][CH3:4])=[O:10]. The yield is 1.00. (2) The reactants are [OH:1][CH2:2][C:3]([CH2:12][OH:13])([C:9](=[O:11])[CH3:10])[C:4]([O:6][CH2:7][CH3:8])=[O:5].[CH2:14]=O. The catalyst is Cl. The product is [C:9]([C:3]1([C:4]([O:6][CH2:7][CH3:8])=[O:5])[CH2:12][O:13][CH2:14][O:1][CH2:2]1)(=[O:11])[CH3:10]. The yield is 0.140. (3) The reactants are [Cl:1][C:2]1[N:3]=[C:4]([N:13]2[CH2:18][CH2:17][O:16][CH2:15][CH2:14]2)[C:5]2[CH:10]=[C:9]([CH:11]=O)[S:8][C:6]=2[N:7]=1.[CH3:19][NH2:20]. The catalyst is C1(C)C=CC=CC=1.C1COCC1.O. The product is [Cl:1][C:2]1[N:3]=[C:4]([N:13]2[CH2:18][CH2:17][O:16][CH2:15][CH2:14]2)[C:5]2[CH:10]=[C:9]([CH2:11][NH:20][CH3:19])[S:8][C:6]=2[N:7]=1. The yield is 0.530. (4) The reactants are [Br:1][C:2]1[N:3]=[C:4](/[CH:16]=[N:17]/[S@:18]([C:20]([CH3:23])([CH3:22])[CH3:21])=[O:19])[N:5]([CH2:8][O:9][CH2:10][CH2:11][Si:12]([CH3:15])([CH3:14])[CH3:13])[C:6]=1[Br:7].[CH2:24]([Mg]Br)[CH:25]=[CH2:26]. The catalyst is C1COCC1. The product is [Br:1][C:2]1[N:3]=[C:4]([C@@H:16]([NH:17][S:18]([C:20]([CH3:23])([CH3:22])[CH3:21])=[O:19])[CH2:26][CH:25]=[CH2:24])[N:5]([CH2:8][O:9][CH2:10][CH2:11][Si:12]([CH3:15])([CH3:13])[CH3:14])[C:6]=1[Br:7]. The yield is 0.670.